From a dataset of Forward reaction prediction with 1.9M reactions from USPTO patents (1976-2016). Predict the product of the given reaction. (1) Given the reactants [Cl:1][C:2]1[CH:7]=[C:6]([O:8][C:9]2[CH:14]=[C:13]([F:15])[C:12]([N+:16]([O-])=O)=[CH:11][C:10]=2[F:19])[CH:5]=[CH:4][N:3]=1.C1COCC1.[Cl-].[NH4+], predict the reaction product. The product is: [Cl:1][C:2]1[CH:7]=[C:6]([O:8][C:9]2[C:10]([F:19])=[CH:11][C:12]([NH2:16])=[C:13]([F:15])[CH:14]=2)[CH:5]=[CH:4][N:3]=1. (2) The product is: [CH3:7][O:8][C:9](=[O:36])[CH2:10][C:11]1[CH:16]=[C:15]([O:17][S:39]([C:38]([F:51])([F:50])[F:37])(=[O:41])=[O:40])[CH:14]=[C:13]([O:18][Si:19]([C:32]([CH3:33])([CH3:35])[CH3:34])([C:26]2[CH:31]=[CH:30][CH:29]=[CH:28][CH:27]=2)[C:20]2[CH:25]=[CH:24][CH:23]=[CH:22][CH:21]=2)[CH:12]=1. Given the reactants N1C=CC=CC=1.[CH3:7][O:8][C:9](=[O:36])[CH2:10][C:11]1[CH:16]=[C:15]([OH:17])[CH:14]=[C:13]([O:18][Si:19]([C:32]([CH3:35])([CH3:34])[CH3:33])([C:26]2[CH:31]=[CH:30][CH:29]=[CH:28][CH:27]=2)[C:20]2[CH:25]=[CH:24][CH:23]=[CH:22][CH:21]=2)[CH:12]=1.[F:37][C:38]([F:51])([F:50])[S:39](O[S:39]([C:38]([F:51])([F:50])[F:37])(=[O:41])=[O:40])(=[O:41])=[O:40], predict the reaction product. (3) Given the reactants [C:1]([O:5][C:6](=[O:15])[NH:7][CH2:8][C@@H:9]1[CH2:14][CH2:13][CH2:12][CH2:11][NH:10]1)([CH3:4])([CH3:3])[CH3:2].[F:16][C:17]1[CH:22]=[CH:21][C:20]([C:23]2[C:24]([C:29](O)=[O:30])=[N:25][N:26]([CH3:28])[CH:27]=2)=[CH:19][CH:18]=1, predict the reaction product. The product is: [C:1]([O:5][C:6](=[O:15])[NH:7][CH2:8][C@@H:9]1[CH2:14][CH2:13][CH2:12][CH2:11][N:10]1[C:29]([C:24]1[C:23]([C:20]2[CH:21]=[CH:22][C:17]([F:16])=[CH:18][CH:19]=2)=[CH:27][N:26]([CH3:28])[N:25]=1)=[O:30])([CH3:4])([CH3:2])[CH3:3]. (4) Given the reactants [NH2:1][C:2]1[S:6][CH:5]=[C:4]([C:7]#[N:8])[C:3]=1[C:9]1[O:10][CH:11]=[CH:12][N:13]=1.[O:14]=[C:15]1[CH:24]=[CH:23][C:22]2[C:17](=[CH:18][CH:19]=[C:20]([C:25]([F:28])([F:27])[F:26])[CH:21]=2)[N:16]1[CH2:29][C:30](O)=[O:31], predict the reaction product. The product is: [C:7]([C:4]1[C:3]([C:9]2[O:10][CH:11]=[CH:12][N:13]=2)=[C:2]([NH:1][C:30](=[O:31])[CH2:29][N:16]2[C:17]3[C:22](=[CH:21][C:20]([C:25]([F:26])([F:28])[F:27])=[CH:19][CH:18]=3)[CH:23]=[CH:24][C:15]2=[O:14])[S:6][CH:5]=1)#[N:8].